Dataset: Reaction yield outcomes from USPTO patents with 853,638 reactions. Task: Predict the reaction yield, written as a fraction of the theoretical maximum amount of product (1.0 means a 100% yield; for example, 0.34 means a 34% yield). (1) The reactants are [CH:1]([C:3]1[C:11]2[C:6](=[N:7][CH:8]=[C:9]([C:12]3[CH:13]=[C:14]([NH:18][C:19](=[O:24])[C:20]([CH3:23])([CH3:22])[CH3:21])[CH:15]=[N:16][CH:17]=3)[CH:10]=2)[N:5](C2CCCCO2)[N:4]=1)=O.[S].[F:32][C:33]1[CH:34]=[C:35]([C:39]2[C:40]([NH2:46])=[C:41]([NH2:45])[CH:42]=[N:43][CH:44]=2)[CH:36]=[CH:37][CH:38]=1.C([SiH](CC)CC)C.C(O)(C(F)(F)F)=O. The catalyst is C(O)CCC. The product is [F:32][C:33]1[CH:34]=[C:35]([C:39]2[C:40]3[N:46]=[C:1]([C:3]4[C:11]5[C:6](=[N:7][CH:8]=[C:9]([C:12]6[CH:13]=[C:14]([NH:18][C:19](=[O:24])[C:20]([CH3:22])([CH3:21])[CH3:23])[CH:15]=[N:16][CH:17]=6)[CH:10]=5)[NH:5][N:4]=4)[NH:45][C:41]=3[CH:42]=[N:43][CH:44]=2)[CH:36]=[CH:37][CH:38]=1. The yield is 0.720. (2) The yield is 0.510. The catalyst is CN(C=O)C.CO. The reactants are [O:1]=[C:2]1[NH:7][C:6]2[CH:8]=[C:9]([CH2:12][N:13]3[CH2:18][CH2:17][N:16]([C:19]4[CH:27]=[CH:26][C:22]([C:23](O)=[O:24])=[CH:21][N:20]=4)[CH2:15][CH2:14]3)[CH:10]=[N:11][C:5]=2[N:4]2[CH2:28][CH2:29][CH2:30][C@@H:3]12.C[CH2:32][N:33](C(C)C)C(C)C.Cl.CN.CN(C(ON1N=NC2C=CC=NC1=2)=[N+](C)C)C.F[P-](F)(F)(F)(F)F. The product is [CH3:32][NH:33][C:23](=[O:24])[C:22]1[CH:26]=[CH:27][C:19]([N:16]2[CH2:17][CH2:18][N:13]([CH2:12][C:9]3[CH:10]=[N:11][C:5]4[N:4]5[CH2:28][CH2:29][CH2:30][C@H:3]5[C:2](=[O:1])[NH:7][C:6]=4[CH:8]=3)[CH2:14][CH2:15]2)=[N:20][CH:21]=1. (3) The reactants are [CH3:1][O:2][C:3]1[CH:4]=[C:5]([C:11]2[N:16]=[C:15]([C:17]#[C:18][Si](C)(C)C)[C:14]([C:23]([NH:25][C:26]3[CH:27]=[N:28][N:29]([CH2:31][C:32]([F:35])([F:34])[F:33])[CH:30]=3)=[O:24])=[CH:13][CH:12]=2)[CH:6]=[N:7][C:8]=1[O:9][CH3:10].CC[O-].[Na+]. The catalyst is CCO. The product is [CH3:1][O:2][C:3]1[CH:4]=[C:5]([C:11]2[N:16]=[C:15]3[C:17](=[CH2:18])[N:25]([C:26]4[CH:27]=[N:28][N:29]([CH2:31][C:32]([F:35])([F:34])[F:33])[CH:30]=4)[C:23](=[O:24])[C:14]3=[CH:13][CH:12]=2)[CH:6]=[N:7][C:8]=1[O:9][CH3:10]. The yield is 0.930. (4) The reactants are [CH3:1][O:2][C:3]([C:5]1[C:13]2[N:12]=[C:11]([NH2:14])[NH:10][C:9]=2[CH:8]=[C:7]([N+:15]([O-:17])=[O:16])[CH:6]=1)=[O:4].[CH:18]1[C:27]2[C:22](=[CH:23][CH:24]=[CH:25][CH:26]=2)[CH:21]=[C:20]([C:28](O)=[O:29])[N:19]=1.CN(C(ON1N=NC2C=CC=CC1=2)=[N+](C)C)C.F[P-](F)(F)(F)(F)F. No catalyst specified. The product is [CH3:1][O:2][C:3]([C:5]1[C:13]2[N:12]=[C:11]([NH:14][C:28]([C:20]3[N:19]=[CH:18][C:27]4[C:22]([CH:21]=3)=[CH:23][CH:24]=[CH:25][CH:26]=4)=[O:29])[NH:10][C:9]=2[CH:8]=[C:7]([N+:15]([O-:17])=[O:16])[CH:6]=1)=[O:4]. The yield is 0.800. (5) The reactants are [O:1]([C:3]1[CH:4]=[C:5]([N:9]2[CH2:14][CH2:13][N:12]([C:15]([O:17][C:18]([CH3:21])([CH3:20])[CH3:19])=[O:16])[CH2:11][CH2:10]2)[CH:6]=[CH:7][CH:8]=1)[CH3:2].[Br:22]Br. The catalyst is C(Cl)Cl. The product is [O:1]([C:3]1[CH:4]=[C:5]([N:9]2[CH2:10][CH2:11][N:12]([C:15]([O:17][C:18]([CH3:21])([CH3:20])[CH3:19])=[O:16])[CH2:13][CH2:14]2)[CH:6]=[CH:7][C:8]=1[Br:22])[CH3:2]. The yield is 0.400. (6) The reactants are [ClH:1].Cl.F[C:4]1[CH:9]=[CH:8][CH:7]=[CH:6][C:5]=1[C@H:10]([CH2:14][CH2:15][N:16]1[CH2:19][CH:18]([N:20]2[CH2:25][CH2:24][O:23][CH2:22][CH2:21]2)[CH2:17]1)[CH2:11][NH:12][CH3:13].[Br:26][C:27]1[CH:28]=[C:29]([CH:33]=[C:34]([Br:36])[CH:35]=1)[C:30]([OH:32])=O.CCN(C(C)C)C(C)C.CN(C(ON1N=NC2C=CC=CC1=2)=[N+](C)C)C.[B-](F)(F)(F)[F:64]. The catalyst is CN(C=O)C. The product is [ClH:1].[ClH:1].[Br:36][C:34]1[CH:33]=[C:29]([CH:28]=[C:27]([Br:26])[CH:35]=1)[C:30]([N:12]([CH2:11][C@H:10]([C:5]1[CH:6]=[CH:7][C:8]([F:64])=[CH:9][CH:4]=1)[CH2:14][CH2:15][N:16]1[CH2:19][CH:18]([N:20]2[CH2:25][CH2:24][O:23][CH2:22][CH2:21]2)[CH2:17]1)[CH3:13])=[O:32]. The yield is 0.550. (7) The reactants are [OH:1][CH2:2][C:3]1[CH:4]=[C:5]2[C:10](=[CH:11][CH:12]=1)[N:9]([CH3:13])[CH:8]=[C:7]([O:14][CH2:15][C:16]1[CH:21]=[CH:20][C:19]([O:22][CH3:23])=[CH:18][CH:17]=1)[C:6]2=[O:24].CC(OI1(OC(C)=O)(OC(C)=O)OC(=O)C2C=CC=CC1=2)=O.C(=O)(O)[O-].[Na+]. The catalyst is ClCCl. The product is [CH3:23][O:22][C:19]1[CH:18]=[CH:17][C:16]([CH2:15][O:14][C:7]2[C:6](=[O:24])[C:5]3[C:10](=[CH:11][CH:12]=[C:3]([CH:2]=[O:1])[CH:4]=3)[N:9]([CH3:13])[CH:8]=2)=[CH:21][CH:20]=1. The yield is 0.738. (8) The reactants are [CH3:1][O:2][C:3]1[CH:28]=[CH:27][C:6]([CH2:7][N:8]2[C:12]3=[N:13][CH:14]=[CH:15][C:16]([O:17][C:18]4[CH:23]=[CH:22][C:21]([NH2:24])=[CH:20][C:19]=4[F:25])=[C:11]3[C:10](I)=[N:9]2)=[CH:5][CH:4]=1.[N:29]1([C:35]([O:37][C:38]([CH3:41])([CH3:40])[CH3:39])=[O:36])[CH2:34][CH2:33][NH:32][CH2:31][CH2:30]1.N1CCC[C@H]1C(O)=O.C([O-])([O-])=O.[K+].[K+]. The catalyst is [Cu]I.CS(C)=O. The product is [NH2:24][C:21]1[CH:22]=[CH:23][C:18]([O:17][C:16]2[CH:15]=[CH:14][N:13]=[C:12]3[N:8]([CH2:7][C:6]4[CH:27]=[CH:28][C:3]([O:2][CH3:1])=[CH:4][CH:5]=4)[N:9]=[C:10]([N:32]4[CH2:31][CH2:30][N:29]([C:35]([O:37][C:38]([CH3:41])([CH3:40])[CH3:39])=[O:36])[CH2:34][CH2:33]4)[C:11]=23)=[C:19]([F:25])[CH:20]=1. The yield is 0.568.